This data is from Forward reaction prediction with 1.9M reactions from USPTO patents (1976-2016). The task is: Predict the product of the given reaction. (1) Given the reactants [C:1]1([C:11]([OH:13])=O)[C:10]2[C:5](=[CH:6][CH:7]=[CH:8][CH:9]=2)[CH:4]=[CH:3][CH:2]=1.[CH2:14]([O:16][C:17]([C:19]1([NH2:28])[CH2:27][C:26]2[C:21](=[CH:22][CH:23]=[CH:24][CH:25]=2)[CH2:20]1)=[O:18])[CH3:15].CN(C(ON1N=NC2C=CC=NC1=2)=[N+](C)C)C.F[P-](F)(F)(F)(F)F.CCN(C(C)C)C(C)C, predict the reaction product. The product is: [CH2:14]([O:16][C:17]([C:19]1([NH:28][C:11]([C:1]2[C:10]3[C:5](=[CH:6][CH:7]=[CH:8][CH:9]=3)[CH:4]=[CH:3][CH:2]=2)=[O:13])[CH2:27][C:26]2[C:21](=[CH:22][CH:23]=[CH:24][CH:25]=2)[CH2:20]1)=[O:18])[CH3:15]. (2) The product is: [CH3:1][O:2][C:3]1[N:8]=[CH:7][C:6]([C:13]2[CH:14]=[C:15]([NH2:16])[CH:17]=[CH:18][CH:19]=2)=[CH:5][N:4]=1. Given the reactants [CH3:1][O:2][C:3]1[N:8]=[CH:7][C:6](B(O)O)=[CH:5][N:4]=1.Br[C:13]1[CH:14]=[C:15]([CH:17]=[CH:18][CH:19]=1)[NH2:16].C([O-])([O-])=O.[Na+].[Na+], predict the reaction product. (3) Given the reactants [C:1]1([S:7]([N:10]2[C:18]3[C:13](=[C:14]([CH:19]=[CH2:20])[CH:15]=[CH:16][CH:17]=3)[CH:12]=[CH:11]2)(=[O:9])=[O:8])[CH:6]=[CH:5][CH:4]=[CH:3][CH:2]=1.[Li+].[CH3:22]C([N-]C(C)C)C.IC, predict the reaction product. The product is: [CH3:22][C:11]1[N:10]([S:7]([C:1]2[CH:2]=[CH:3][CH:4]=[CH:5][CH:6]=2)(=[O:9])=[O:8])[C:18]2[C:13]([CH:12]=1)=[C:14]([CH:19]=[CH2:20])[CH:15]=[CH:16][CH:17]=2. (4) Given the reactants B.C1COCC1.[CH2:7]1[CH:12]2[CH2:13][NH:14][CH2:15][CH2:16][N:11]2[C:10](=O)[CH2:9][O:8]1.CO, predict the reaction product. The product is: [CH2:7]1[CH:12]2[CH2:13][NH:14][CH2:15][CH2:16][N:11]2[CH2:10][CH2:9][O:8]1. (5) The product is: [O:1]=[C:2]1[C:3]([C:4]([OH:6])=[O:5])=[CH:7][CH:8]=[CH:9][N:10]1[CH2:19][C:18]1[CH:17]=[CH:16][C:15]([C:14]([F:13])([F:23])[F:24])=[CH:22][CH:21]=1. Given the reactants [OH:1][C:2]1[N:10]=[CH:9][CH:8]=[CH:7][C:3]=1[C:4]([OH:6])=[O:5].[OH-].[Na+].[F:13][C:14]([F:24])([F:23])[C:15]1[CH:22]=[CH:21][C:18]([CH2:19]Br)=[CH:17][CH:16]=1, predict the reaction product. (6) Given the reactants [NH2:1][CH2:2][C@H:3]1[N:8]([C:9]([C:11]2[N:12]=[C:13]([CH3:23])[S:14][C:15]=2[C:16]2[CH:21]=[CH:20][CH:19]=[C:18]([Cl:22])[CH:17]=2)=[O:10])[CH2:7][C@H:6]2[C@@H:4]1[CH2:5]2.[O:24]1[C:29]2[CH:30]=[CH:31][CH:32]=[C:33]([C:34](O)=[O:35])[C:28]=2[O:27][CH2:26][CH2:25]1, predict the reaction product. The product is: [Cl:22][C:18]1[CH:17]=[C:16]([C:15]2[S:14][C:13]([CH3:23])=[N:12][C:11]=2[C:9]([N:8]2[CH2:7][C@H:6]3[C@H:4]([CH2:5]3)[C@H:3]2[CH2:2][NH:1][C:34]([C:33]2[C:28]3[O:27][CH2:26][CH2:25][O:24][C:29]=3[CH:30]=[CH:31][CH:32]=2)=[O:35])=[O:10])[CH:21]=[CH:20][CH:19]=1.